The task is: Predict the product of the given reaction.. This data is from Forward reaction prediction with 1.9M reactions from USPTO patents (1976-2016). (1) Given the reactants [O:1]1[C:5]2[CH:6]=[CH:7][C:8]([C:10]34[CH2:18][CH2:17][CH:16]([NH2:19])[CH2:15][CH:14]3[N:13]([CH2:20][C:21]3[CH:26]=[CH:25][CH:24]=[CH:23][CH:22]=3)[CH2:12][CH2:11]4)=[CH:9][C:4]=2[O:3][CH2:2]1.[Cl:27][C:28]1[CH:29]=[C:30]([N:34]=[C:35]=[O:36])[CH:31]=[CH:32][CH:33]=1, predict the reaction product. The product is: [O:1]1[C:5]2[CH:6]=[CH:7][C:8]([C@@:10]34[CH2:18][CH2:17][C@H:16]([NH:19][C:35]([NH:34][C:30]5[CH:31]=[CH:32][CH:33]=[C:28]([Cl:27])[CH:29]=5)=[O:36])[CH2:15][C@@H:14]3[N:13]([CH2:20][C:21]3[CH:22]=[CH:23][CH:24]=[CH:25][CH:26]=3)[CH2:12][CH2:11]4)=[CH:9][C:4]=2[O:3][CH2:2]1.[O:1]1[C:5]2[CH:6]=[CH:7][C:8]([C@@:10]34[CH2:18][CH2:17][C@@H:16]([NH:19][C:35]([NH:34][C:30]5[CH:31]=[CH:32][CH:33]=[C:28]([Cl:27])[CH:29]=5)=[O:36])[CH2:15][C@@H:14]3[N:13]([CH2:20][C:21]3[CH:22]=[CH:23][CH:24]=[CH:25][CH:26]=3)[CH2:12][CH2:11]4)=[CH:9][C:4]=2[O:3][CH2:2]1. (2) Given the reactants [C:1]([C:5]1[CH:10]=[CH:9][C:8]([NH:11][C:12](=[O:22])[C:13]2[CH:18]=[CH:17][C:16]([C:19](=[O:21])[CH3:20])=[CH:15][CH:14]=2)=[CH:7][CH:6]=1)([CH3:4])([CH3:3])[CH3:2].[CH2:23](O)[CH2:24][CH2:25][OH:26].C1(C)C=CC(S(O)(=O)=O)=CC=1.C1(C)C=CC=CC=1, predict the reaction product. The product is: [C:1]([C:5]1[CH:10]=[CH:9][C:8]([NH:11][C:12](=[O:22])[C:13]2[CH:14]=[CH:15][C:16]([C:19]3([CH3:20])[O:26][CH2:25][CH2:24][CH2:23][O:21]3)=[CH:17][CH:18]=2)=[CH:7][CH:6]=1)([CH3:4])([CH3:2])[CH3:3].